Dataset: Catalyst prediction with 721,799 reactions and 888 catalyst types from USPTO. Task: Predict which catalyst facilitates the given reaction. (1) Reactant: [CH3:1][O:2][C:3]([NH:5][C@@H:6]([CH:17]([CH3:19])[CH3:18])[C:7]([N:9]1[CH2:13][CH2:12][CH2:11][C@H:10]1[C:14]([OH:16])=O)=[O:8])=[O:4].[C:20]([C:24]1[CH:29]=[CH:28][C:27]([N:30]2[C@H:34]([C:35]3[CH:41]=[CH:40][C:38]([NH2:39])=[CH:37][CH:36]=3)[CH2:33][CH2:32][C@H:31]2[C:42]2[CH:48]=[CH:47][C:45]([NH2:46])=[CH:44][CH:43]=2)=[CH:26][CH:25]=1)([CH3:23])([CH3:22])[CH3:21].CN(C(ON1N=NC2C=CC=NC1=2)=[N+](C)C)C.F[P-](F)(F)(F)(F)F.CCN(C(C)C)C(C)C. Product: [CH3:1][O:2][C:3]([NH:5][C@H:6]([C:7]([N:9]1[CH2:13][CH2:12][CH2:11][C@H:10]1[C:14]([NH:39][C:38]1[CH:37]=[CH:36][C:35]([C@@H:34]2[CH2:33][CH2:32][C@@H:31]([C:42]3[CH:48]=[CH:47][C:45]([NH2:46])=[CH:44][CH:43]=3)[N:30]2[C:27]2[CH:26]=[CH:25][C:24]([C:20]([CH3:23])([CH3:22])[CH3:21])=[CH:29][CH:28]=2)=[CH:41][CH:40]=1)=[O:16])=[O:8])[CH:17]([CH3:19])[CH3:18])=[O:4]. The catalyst class is: 16. (2) Reactant: [C:1]([C:3]1[CH:8]=[CH:7][C:6]([CH:9]2[N:14]([CH2:15][C:16](O)=[O:17])[C:13](=[O:19])[N:12]([C:20]3[CH:25]=[CH:24][CH:23]=[C:22]([C:26]([F:29])([F:28])[F:27])[CH:21]=3)[C:11]([CH3:30])=[C:10]2[C:31]([C:33]2[O:34][CH:35]=[CH:36][CH:37]=2)=[O:32])=[CH:5][CH:4]=1)#[N:2].[F:38][C:39]([F:46])([F:45])[CH2:40][S:41]([NH2:44])(=[O:43])=[O:42].C1(N=C=NC2CCCCC2)CCCCC1. Product: [C:1]([C:3]1[CH:8]=[CH:7][C:6]([CH:9]2[N:14]([CH2:15][C:16]([NH:44][S:41]([CH2:40][C:39]([F:46])([F:45])[F:38])(=[O:43])=[O:42])=[O:17])[C:13](=[O:19])[N:12]([C:20]3[CH:25]=[CH:24][CH:23]=[C:22]([C:26]([F:29])([F:27])[F:28])[CH:21]=3)[C:11]([CH3:30])=[C:10]2[C:31]([C:33]2[O:34][CH:35]=[CH:36][CH:37]=2)=[O:32])=[CH:5][CH:4]=1)#[N:2]. The catalyst class is: 119.